From a dataset of Catalyst prediction with 721,799 reactions and 888 catalyst types from USPTO. Predict which catalyst facilitates the given reaction. The catalyst class is: 10. Reactant: [CH3:1][O:2][C:3]1[CH:23]=[CH:22][C:6]([CH2:7][N:8]2[C:17]3[C:12](=[CH:13][CH:14]=[CH:15][CH:16]=3)[C:11](=[O:18])[C:10]([C:19]([OH:21])=O)=[CH:9]2)=[CH:5][CH:4]=1.Cl.[CH3:25][NH:26][O:27][CH3:28].C(N(CC)CC)C.CCCP1(OP(CCC)(=O)OP(CCC)(=O)O1)=O. Product: [CH3:28][O:27][N:26]([CH3:25])[C:19]([C:10]1[C:11](=[O:18])[C:12]2[C:17](=[CH:16][CH:15]=[CH:14][CH:13]=2)[N:8]([CH2:7][C:6]2[CH:22]=[CH:23][C:3]([O:2][CH3:1])=[CH:4][CH:5]=2)[CH:9]=1)=[O:21].